This data is from Catalyst prediction with 721,799 reactions and 888 catalyst types from USPTO. The task is: Predict which catalyst facilitates the given reaction. (1) Reactant: Br[C:2]1[CH:3]=[C:4]2[C:9](=[CH:10][CH:11]=1)[C:8](=[O:12])[NH:7][N:6]=[C:5]2[Cl:13].[F:14][C:15]([F:25])([F:24])[C:16]1[CH:23]=[CH:22][CH:21]=[CH:20][C:17]=1[CH2:18][NH2:19].C1C=CC(P(C2C(C3C(P(C4C=CC=CC=4)C4C=CC=CC=4)=CC=C4C=3C=CC=C4)=C3C(C=CC=C3)=CC=2)C2C=CC=CC=2)=CC=1.CC([O-])(C)C.[Na+]. Product: [Cl:13][C:5]1[C:4]2[C:9](=[CH:10][CH:11]=[C:2]([NH:19][CH2:18][C:17]3[CH:20]=[CH:21][CH:22]=[CH:23][C:16]=3[C:15]([F:14])([F:24])[F:25])[CH:3]=2)[C:8](=[O:12])[NH:7][N:6]=1. The catalyst class is: 686. (2) Reactant: [Br:1][C:2]1[CH:3]=[C:4]2[C:9](=[CH:10][CH:11]=1)[NH:8][CH:7]([C:12]1[CH:17]=[CH:16][CH:15]=[C:14]([Cl:18])[CH:13]=1)[N:6]([CH2:19][C:20]([NH:22][C:23]([CH3:26])([CH3:25])[CH3:24])=[O:21])[C:5]2=[O:27]. Product: [Br:1][C:2]1[CH:3]=[C:4]2[C:9](=[CH:10][CH:11]=1)[N:8]=[C:7]([C:12]1[CH:17]=[CH:16][CH:15]=[C:14]([Cl:18])[CH:13]=1)[N:6]([CH2:19][C:20]([NH:22][C:23]([CH3:25])([CH3:24])[CH3:26])=[O:21])[C:5]2=[O:27]. The catalyst class is: 428. (3) Reactant: Cl.[C:2]([C:4]1[C:5](O)=[C:6]([C:10]2[N:20]=[CH:19][CH:18]=[CH:17][C:11]=2[C:12]([O:14][CH2:15][CH3:16])=[O:13])[CH:7]=[CH:8][CH:9]=1)#[N:3].CS([O:26][CH2:27][CH2:28][C:29]1[N:30]=[C:31]([C:35]2[CH:40]=[CH:39][CH:38]=[CH:37][CH:36]=2)[O:32][C:33]=1[CH3:34])(=O)=O.C(=O)([O-])[O-].[K+].[K+]. Product: [C:2]([C:4]1[CH:5]=[C:6]([C:10]2[N:20]=[CH:19][CH:18]=[CH:17][C:11]=2[C:12]([O:14][CH2:15][CH3:16])=[O:13])[CH:7]=[CH:8][C:9]=1[O:26][CH2:27][CH2:28][C:29]1[N:30]=[C:31]([C:35]2[CH:40]=[CH:39][CH:38]=[CH:37][CH:36]=2)[O:32][C:33]=1[CH3:34])#[N:3]. The catalyst class is: 3. (4) Reactant: [CH2:1]([O:3][C:4](=[O:22])[CH2:5][CH2:6][CH2:7][CH2:8][CH:9]([CH2:13][C:14]1[CH:19]=[CH:18][C:17]([C:20]#[N:21])=[CH:16][CH:15]=1)[C:10](O)=[O:11])[CH3:2].C(=O)(O)[O-].[Na+]. Product: [C:20]([C:17]1[CH:16]=[CH:15][C:14]([CH2:13][CH:9]([CH2:10][OH:11])[CH2:8][CH2:7][CH2:6][CH2:5][C:4]([O:3][CH2:1][CH3:2])=[O:22])=[CH:19][CH:18]=1)#[N:21]. The catalyst class is: 1. (5) Reactant: [CH3:1][C:2]([CH3:16])([CH3:15])[C:3]#[C:4][C:5]1[C:6]([NH2:14])=[N:7][CH:8]=[C:9]([N+:11]([O-:13])=[O:12])[CH:10]=1.CCCC[N+](CCCC)(CCCC)CCCC.[F-]. Product: [C:2]([C:3]1[NH:14][C:6]2=[N:7][CH:8]=[C:9]([N+:11]([O-:13])=[O:12])[CH:10]=[C:5]2[CH:4]=1)([CH3:16])([CH3:15])[CH3:1]. The catalyst class is: 1. (6) Reactant: [CH2:1]([O:8][C:9]1[CH:14]=[CH:13][CH:12]=[C:11]([CH3:15])[C:10]=1[NH2:16])[C:2]1[CH:7]=[CH:6][CH:5]=[CH:4][CH:3]=1.[Br:17]Br. Product: [CH2:1]([O:8][C:9]1[CH:14]=[C:13]([Br:17])[CH:12]=[C:11]([CH3:15])[C:10]=1[NH2:16])[C:2]1[CH:3]=[CH:4][CH:5]=[CH:6][CH:7]=1. The catalyst class is: 467.